Dataset: Tyrosyl-DNA phosphodiesterase HTS with 341,365 compounds. Task: Binary Classification. Given a drug SMILES string, predict its activity (active/inactive) in a high-throughput screening assay against a specified biological target. (1) The drug is S(CC(=O)Nc1cc(F)ccc1)c1sc(NC(=O)Nc2ccccc2)nn1. The result is 0 (inactive). (2) The drug is s1c(NC(=O)CN2CCN(CC2)C)nc2c1cc(OC)cc2. The result is 0 (inactive). (3) The molecule is OC1(c2c(N(C1=O)Cc1ccccc1)cccc2)c1c2c([nH]c1)cccc2. The result is 0 (inactive).